From a dataset of Peptide-MHC class I binding affinity with 185,985 pairs from IEDB/IMGT. Regression. Given a peptide amino acid sequence and an MHC pseudo amino acid sequence, predict their binding affinity value. This is MHC class I binding data. (1) The peptide sequence is KIGHHVELQH. The MHC is HLA-A68:01 with pseudo-sequence HLA-A68:01. The binding affinity (normalized) is 0. (2) The peptide sequence is YAEISFMLW. The MHC is HLA-B40:01 with pseudo-sequence HLA-B40:01. The binding affinity (normalized) is 0.0847. (3) The peptide sequence is KEKGGLEGIYY. The MHC is Mamu-B01 with pseudo-sequence Mamu-B01. The binding affinity (normalized) is 0. (4) The peptide sequence is IQRRGAQFQ. The MHC is HLA-B08:02 with pseudo-sequence HLA-B08:02. The binding affinity (normalized) is 0.0847. (5) The MHC is HLA-A31:01 with pseudo-sequence HLA-A31:01. The peptide sequence is GILKKLSSIK. The binding affinity (normalized) is 0.204. (6) The peptide sequence is ALAPSTMKI. The MHC is HLA-A02:03 with pseudo-sequence HLA-A02:03. The binding affinity (normalized) is 0.916. (7) The peptide sequence is IVTFRERYSY. The MHC is HLA-A33:01 with pseudo-sequence HLA-A33:01. The binding affinity (normalized) is 0.116. (8) The peptide sequence is LPGPSDTPIL. The MHC is HLA-B07:02 with pseudo-sequence HLA-B07:02. The binding affinity (normalized) is 0.192. (9) The MHC is Mamu-B08 with pseudo-sequence Mamu-B08. The peptide sequence is ASPLYIPVI. The binding affinity (normalized) is 0. (10) The peptide sequence is QLWKGPGELL. The MHC is Mamu-B08 with pseudo-sequence Mamu-B08. The binding affinity (normalized) is 0.